This data is from TCR-epitope binding with 47,182 pairs between 192 epitopes and 23,139 TCRs. The task is: Binary Classification. Given a T-cell receptor sequence (or CDR3 region) and an epitope sequence, predict whether binding occurs between them. (1) The epitope is KLSYGIATV. The TCR CDR3 sequence is CASSLAEDYEQYF. Result: 1 (the TCR binds to the epitope). (2) The epitope is KTSVDCTMYI. The TCR CDR3 sequence is CASSSGQGDSPLHF. Result: 1 (the TCR binds to the epitope). (3) The epitope is TEILPVSMTK. The TCR CDR3 sequence is CASSLTLGKNTEAFF. Result: 0 (the TCR does not bind to the epitope).